Task: Predict the product of the given reaction.. Dataset: Forward reaction prediction with 1.9M reactions from USPTO patents (1976-2016) (1) Given the reactants Br[C:2]1[CH:3]=[C:4]([NH:10][S:11]([C:14]2[CH:19]=[CH:18][C:17]([O:20][CH3:21])=[CH:16][CH:15]=2)(=[O:13])=[O:12])[C:5]([CH2:8][CH3:9])=[N:6][CH:7]=1.[B:22]1([B:22]2[O:26][C:25]([CH3:28])([CH3:27])[C:24]([CH3:30])([CH3:29])[O:23]2)[O:26][C:25]([CH3:28])([CH3:27])[C:24]([CH3:30])([CH3:29])[O:23]1.C([O-])(=O)C.[K+].O, predict the reaction product. The product is: [CH2:8]([C:5]1[C:4]([NH:10][S:11]([C:14]2[CH:19]=[CH:18][C:17]([O:20][CH3:21])=[CH:16][CH:15]=2)(=[O:13])=[O:12])=[CH:3][C:2]([B:22]2[O:26][C:25]([CH3:28])([CH3:27])[C:24]([CH3:30])([CH3:29])[O:23]2)=[CH:7][N:6]=1)[CH3:9]. (2) Given the reactants [NH2:1][C:2]1[N:6]([CH:7]2[CH2:12][CH2:11][CH2:10][N:9]([C:13]#[N:14])[CH2:8]2)[N:5]=[C:4]([C:15]2[CH:20]=[CH:19][C:18]([O:21][C:22]3[CH:27]=[CH:26][C:25]([F:28])=[CH:24][C:23]=3F)=[CH:17][CH:16]=2)[C:3]=1[C:30]([NH2:32])=[O:31].F[C:34]1C=CC(O)=C(C)C=1, predict the reaction product. The product is: [NH2:1][C:2]1[N:6]([CH:7]2[CH2:12][CH2:11][CH2:10][N:9]([C:13]#[N:14])[CH2:8]2)[N:5]=[C:4]([C:15]2[CH:20]=[CH:19][C:18]([O:21][C:22]3[CH:27]=[CH:26][C:25]([F:28])=[CH:24][C:23]=3[CH3:34])=[CH:17][CH:16]=2)[C:3]=1[C:30]([NH2:32])=[O:31]. (3) Given the reactants [CH:1]1([C:7](=[O:14])[CH2:8][C:9]([O:11][CH2:12][CH3:13])=[O:10])[CH2:6][CH2:5][CH2:4][CH2:3][CH2:2]1.S(Cl)([Cl:18])(=O)=O.C(=O)(O)[O-].[Na+].C(OCC)(=O)C, predict the reaction product. The product is: [Cl:18][CH:8]([C:7]([CH:1]1[CH2:6][CH2:5][CH2:4][CH2:3][CH2:2]1)=[O:14])[C:9]([O:11][CH2:12][CH3:13])=[O:10]. (4) Given the reactants C(N(C(C)C)CC)(C)C.CCN=C=NCCCN(C)C.Cl.Cl.C1C=CC2N(O)N=NC=2C=1.[CH3:33][O:34][C:35]1[CH:40]=[C:39]([CH3:41])[C:38]([S:42]([N:45]2[CH2:50][CH2:49][CH2:48][CH2:47][C@H:46]2[CH2:51][O:52][CH2:53][C:54]([OH:56])=O)(=[O:44])=[O:43])=[C:37]([CH3:57])[CH:36]=1.[N:58]1([CH2:63][CH2:64][O:65][C:66]2([C:72]3[CH:77]=[CH:76][CH:75]=[C:74]([C:78]([F:81])([F:80])[F:79])[CH:73]=3)[CH2:71][CH2:70][NH:69][CH2:68][CH2:67]2)[CH2:62][CH2:61][CH2:60][CH2:59]1, predict the reaction product. The product is: [CH3:33][O:34][C:35]1[CH:36]=[C:37]([CH3:57])[C:38]([S:42]([N:45]2[CH2:50][CH2:49][CH2:48][CH2:47][C@H:46]2[CH2:51][O:52][CH2:53][C:54]([N:69]2[CH2:70][CH2:71][C:66]([O:65][CH2:64][CH2:63][N:58]3[CH2:62][CH2:61][CH2:60][CH2:59]3)([C:72]3[CH:77]=[CH:76][CH:75]=[C:74]([C:78]([F:80])([F:79])[F:81])[CH:73]=3)[CH2:67][CH2:68]2)=[O:56])(=[O:43])=[O:44])=[C:39]([CH3:41])[CH:40]=1. (5) The product is: [CH3:1][C@H:2]1[CH2:3][CH2:4][C@H:5]([C:8]([N:10]([CH:25]2[CH2:26][CH2:27][N:28]([C:31](=[O:45])[CH2:32][CH2:33][CH2:34][CH2:35][CH2:36][NH:37][C:38]([O:40][C:41]([CH3:42])([CH3:43])[CH3:44])=[O:39])[CH2:29][CH2:30]2)[C:11]2[CH:15]=[C:14]([C:16]#[C:17][CH:18]([CH3:19])[CH3:20])[S:13][C:12]=2[C:21]([OH:23])=[O:22])=[O:9])[CH2:6][CH2:7]1. Given the reactants [CH3:1][C@H:2]1[CH2:7][CH2:6][C@H:5]([C:8]([N:10]([CH:25]2[CH2:30][CH2:29][N:28]([C:31](=[O:45])[CH2:32][CH2:33][CH2:34][CH2:35][CH2:36][NH:37][C:38]([O:40][C:41]([CH3:44])([CH3:43])[CH3:42])=[O:39])[CH2:27][CH2:26]2)[C:11]2[CH:15]=[C:14]([C:16]#[C:17][CH:18]([CH3:20])[CH3:19])[S:13][C:12]=2[C:21]([O:23]C)=[O:22])=[O:9])[CH2:4][CH2:3]1.[OH-].[Li+].CO, predict the reaction product. (6) Given the reactants [O:1]1[C:6]2[CH:7]=[CH:8][C:9]([C:11]3[C:12]([C:19]4[CH:24]=[CH:23][CH:22]=[CH:21][N:20]=4)=[N:13][N:14]([CH3:18])[C:15]=3[CH:16]=[O:17])=[CH:10][C:5]=2[CH2:4][CH2:3][CH2:2]1.C[Si](C#N)(C)C.[Na].[C:32](Cl)(=[O:34])C.[CH3:36][OH:37], predict the reaction product. The product is: [O:1]1[C:6]2[CH:7]=[CH:8][C:9]([C:11]3[C:12]([C:19]4[CH:24]=[CH:23][CH:22]=[CH:21][N:20]=4)=[N:13][N:14]([CH3:18])[C:15]=3[CH:16]([OH:17])[C:36]([O:34][CH3:32])=[O:37])=[CH:10][C:5]=2[CH2:4][CH2:3][CH2:2]1. (7) Given the reactants [CH3:1][C:2]1[O:3][C:4](/[CH:7]=[CH:8]/[C:9]([O-:11])=[O:10])=[CH:5][N:6]=1.[CH2:12]1CCN2C(=NCCC2)CC1.[N+:23]([CH3:26])([O-:25])=[O:24], predict the reaction product. The product is: [CH3:1][C:2]1[O:3][C:4]([CH:7]([CH2:26][N+:23]([O-:25])=[O:24])[CH2:8][C:9]([O:11][CH3:12])=[O:10])=[CH:5][N:6]=1.